From a dataset of Cav3 T-type calcium channel HTS with 100,875 compounds. Binary Classification. Given a drug SMILES string, predict its activity (active/inactive) in a high-throughput screening assay against a specified biological target. (1) The drug is Ic1c2OCCC(NC(=O)C(NC(=O)C(NC(=O)c2cc([N+]([O-])=O)c1)C)CCC(O)=O)C(=O)NC(CC(O)=O)C(=O)N. The result is 0 (inactive). (2) The compound is Brc1c(nn(CC)c1)C(=O)Nc1cc(SC)ccc1. The result is 0 (inactive). (3) The molecule is s1c2nc(n(\N=C\c3occc3)c(=O)c2c(c2ccccc2)c1)C. The result is 0 (inactive). (4) The compound is S=c1n(CCCO)c(n[nH]1)c1ccccc1. The result is 0 (inactive). (5) The drug is S=c1n(c(n[nH]1)Cc1c2c([nH]c1)cccc2)C. The result is 0 (inactive).